Dataset: Reaction yield outcomes from USPTO patents with 853,638 reactions. Task: Predict the reaction yield, written as a fraction of the theoretical maximum amount of product (1.0 means a 100% yield; for example, 0.34 means a 34% yield). The reactants are FC1C=C2C(C(I)=CN2S(C2C=CC=CC=2)(=O)=O)=CC=1.[F:21][C:22]1[CH:30]=[C:29]2[C:25]([C:26]([C:40]3[CH:41]=[C:42]4[C:46](=[CH:47][CH:48]=3)[N:45]([CH2:49][CH2:50][C:51]([NH2:53])=[O:52])[N:44]=[CH:43]4)=[CH:27][N:28]2S(C2C=CC=CC=2)(=O)=O)=[CH:24][CH:23]=1.FC1C=C2C(C(C3C=CC4C(=CN(CCC(N)=O)N=4)C=3)=CN2S(C2C=CC=CC=2)(=O)=O)=CC=1. No catalyst specified. The product is [F:21][C:22]1[CH:30]=[C:29]2[C:25]([C:26]([C:40]3[CH:41]=[C:42]4[C:46](=[CH:47][CH:48]=3)[N:45]([CH2:49][CH2:50][C:51]([NH2:53])=[O:52])[N:44]=[CH:43]4)=[CH:27][NH:28]2)=[CH:24][CH:23]=1. The yield is 0.100.